Dataset: Forward reaction prediction with 1.9M reactions from USPTO patents (1976-2016). Task: Predict the product of the given reaction. (1) Given the reactants Br[C:2]1[N:3]=[C:4]([O:21][CH3:22])[C:5]([NH:9][S:10]([C:13]2[CH:18]=[CH:17][CH:16]=[C:15]([Cl:19])[C:14]=2[Cl:20])(=[O:12])=[O:11])=[N:6][C:7]=1[F:8], predict the reaction product. The product is: [Cl:20][C:14]1[C:15]([Cl:19])=[CH:16][CH:17]=[CH:18][C:13]=1[S:10]([NH:9][C:5]1[C:4]([O:21][CH3:22])=[N:3][CH:2]=[C:7]([F:8])[N:6]=1)(=[O:11])=[O:12]. (2) The product is: [S:20]1[C:16]([NH:15][C:13](=[O:14])[CH2:12][N:5]2[C:6]3[CH2:7][CH2:8][CH2:9][CH2:10][C:11]=3[C:3]([C:2]([F:29])([F:1])[F:28])=[N:4]2)=[CH:17][C:18]2[CH2:24][CH2:23][CH2:22][CH2:21][C:19]1=2. Given the reactants [F:1][C:2]([F:29])([F:28])[C:3]1[C:11]2[CH2:10][CH2:9][CH2:8][CH2:7][C:6]=2[N:5]([CH2:12][C:13]([NH:15][C:16]2[S:20][C:19]3[CH2:21][CH2:22][CH2:23][CH2:24][C:18]=3[C:17]=2C(O)=O)=[O:14])[N:4]=1.Cl, predict the reaction product. (3) Given the reactants C([Si](C)(C)[O:6][C:7]1[CH:8]=[C:9]([NH:13][C:14](=[O:32])[C:15]2[CH:20]=[CH:19][CH:18]=[C:17]([O:21][C:22]3[CH:27]=[CH:26][C:25]([Cl:28])=[CH:24][C:23]=3[N+:29]([O-:31])=[O:30])[CH:16]=2)[CH:10]=[CH:11][CH:12]=1)(C)(C)C.[F-].C([N+](CCCC)(CCCC)CCCC)CCC.O, predict the reaction product. The product is: [Cl:28][C:25]1[CH:26]=[CH:27][C:22]([O:21][C:17]2[CH:16]=[C:15]([CH:20]=[CH:19][CH:18]=2)[C:14]([NH:13][C:9]2[CH:10]=[CH:11][CH:12]=[C:7]([OH:6])[CH:8]=2)=[O:32])=[C:23]([N+:29]([O-:31])=[O:30])[CH:24]=1. (4) Given the reactants [CH3:1][N:2]1[CH:6]=[C:5]([C:7]2[C:8]3[N:9]([N:13]=[C:14]([NH2:16])[N:15]=3)[CH:10]=[CH:11][N:12]=2)[CH:4]=[N:3]1.Cl[C:18]1[CH:26]=[C:25]2[C:21]([CH2:22][C:23](=[O:27])[NH:24]2)=[CH:20][CH:19]=1, predict the reaction product. The product is: [CH3:1][N:2]1[CH:6]=[C:5]([C:7]2[C:8]3[N:9]([N:13]=[C:14]([NH:16][C:18]4[CH:26]=[C:25]5[C:21]([CH2:22][C:23](=[O:27])[NH:24]5)=[CH:20][CH:19]=4)[N:15]=3)[CH:10]=[CH:11][N:12]=2)[CH:4]=[N:3]1. (5) Given the reactants [H-].C([Al+]CC(C)C)C(C)C.C1(C2C=CC(C([O:23][C@@H:24]3[CH2:32][C@@H:27]4[O:28][C:29](=[O:31])[CH2:30][C@@H:26]4[C@H:25]3[CH2:33][CH2:34][C@@H:35]([O:44][CH:45]3[CH2:50][CH2:49][CH2:48][CH2:47][O:46]3)[CH2:36][CH2:37][C:38]3[CH:43]=[CH:42][CH:41]=[CH:40][CH:39]=3)=O)=CC=2)C=CC=CC=1.CC#N, predict the reaction product. The product is: [OH:23][C@@H:24]1[CH2:32][C@@H:27]2[O:28][CH:29]([OH:31])[CH2:30][C@@H:26]2[C@H:25]1[CH2:33][CH2:34][C@@H:35]([O:44][CH:45]1[CH2:50][CH2:49][CH2:48][CH2:47][O:46]1)[CH2:36][CH2:37][C:38]1[CH:43]=[CH:42][CH:41]=[CH:40][CH:39]=1. (6) Given the reactants Cl.Cl.[N:3]1[N:11]2[C:6]([O:7][CH2:8][CH2:9][CH2:10]2)=[C:5]([C@H:12]([NH2:14])[CH3:13])[CH:4]=1.[F:15][C:16]([F:34])([F:33])[C:17]([C:20]1[CH:29]=[CH:28][C:27]2[CH2:26][C@H:25]([C:30]([OH:32])=O)[CH2:24][CH2:23][C:22]=2[N:21]=1)([CH3:19])[CH3:18].[CH:35](N(CC)C(C)C)(C)C.F[P-](F)(F)(F)(F)F.C[N+](C)=C(N(C)C)ON1C2N=CC=CC=2N=N1, predict the reaction product. The product is: [N:3]1[N:11]2[C:6]([O:7][CH2:8][CH2:9][CH2:10]2)=[C:5]([C@H:12]([NH:14][C:30]([C@:25]2([CH3:35])[CH2:24][CH2:23][C:22]3[N:21]=[C:20]([C:17]([CH3:18])([CH3:19])[C:16]([F:34])([F:15])[F:33])[CH:29]=[CH:28][C:27]=3[CH2:26]2)=[O:32])[CH3:13])[CH:4]=1. (7) Given the reactants [CH3:1][O:2][C:3]1[CH:4]=[C:5]([SH:9])[CH:6]=[CH:7][CH:8]=1.[OH-].[K+].Br.Br[CH2:14][C:15]([C:17]1[CH:22]=[CH:21][N:20]=[CH:19][CH:18]=1)=[O:16], predict the reaction product. The product is: [CH3:1][O:2][C:3]1[CH:4]=[C:5]([S:9][CH2:14][C:15]([C:17]2[CH:22]=[CH:21][N:20]=[CH:19][CH:18]=2)=[O:16])[CH:6]=[CH:7][CH:8]=1. (8) Given the reactants [C:1]([C:3]1[CH:8]=[CH:7][CH:6]=[CH:5][C:4]=1[C:9]1[CH:14]=[CH:13][C:12]([CH2:15][C:16]2[C:17](=[O:37])[N:18]([CH:28]3[CH2:31][CH:30]([C:32]([O:34]CC)=O)[CH2:29]3)[C:19]3[N:20]([N:25]=[CH:26][N:27]=3)[C:21]=2[CH2:22][CH2:23][CH3:24])=[C:11]([F:38])[CH:10]=1)#[N:2].[OH-].[Na+].Cl.[CH3:42][Mg]Br, predict the reaction product. The product is: [C:32]([CH:30]1[CH2:29][CH:28]([N:18]2[C:17](=[O:37])[C:16]([CH2:15][C:12]3[CH:13]=[CH:14][C:9]([C:4]4[C:3]([C:1]#[N:2])=[CH:8][CH:7]=[CH:6][CH:5]=4)=[CH:10][C:11]=3[F:38])=[C:21]([CH2:22][CH2:23][CH3:24])[N:20]3[N:25]=[CH:26][N:27]=[C:19]23)[CH2:31]1)(=[O:34])[CH3:42]. (9) The product is: [C:6]1([CH2:5][C:3]([CH2:2][N:30]2[CH2:31][CH2:32][N:27]([C:22]3[CH:23]=[CH:24][CH:25]=[CH:26][N:21]=3)[CH2:28][CH2:29]2)=[O:4])[CH:11]=[CH:10][CH:9]=[CH:8][CH:7]=1. Given the reactants Cl[CH2:2][C:3]([CH2:5][C:6]1[CH:11]=[CH:10][CH:9]=[CH:8][CH:7]=1)=[O:4].C(N(C(C)C)CC)(C)C.[N:21]1[CH:26]=[CH:25][CH:24]=[CH:23][C:22]=1[N:27]1[CH2:32][CH2:31][NH:30][CH2:29][CH2:28]1.N, predict the reaction product.